Dataset: Reaction yield outcomes from USPTO patents with 853,638 reactions. Task: Predict the reaction yield, written as a fraction of the theoretical maximum amount of product (1.0 means a 100% yield; for example, 0.34 means a 34% yield). (1) The reactants are [C@H:1]1([NH:10][C:11]2[C:12]3[CH:19]=[CH:18][N:17]([C@@H:20]4[CH2:24][C@@H:23]([CH2:25][O:26][S:27]([NH:30]C(=O)OC(C)(C)C)(=[O:29])=[O:28])[C@@H:22]([OH:38])[CH2:21]4)[C:13]=3[N:14]=[CH:15][N:16]=2)[C:9]2[C:4](=[CH:5][CH:6]=[CH:7][CH:8]=2)[CH2:3][CH2:2]1.FC(F)(F)C(O)=O. The catalyst is C(Cl)Cl. The product is [S:27](=[O:29])(=[O:28])([O:26][CH2:25][C@@H:23]1[CH2:24][C@@H:20]([N:17]2[C:13]3[N:14]=[CH:15][N:16]=[C:11]([NH:10][C@H:1]4[C:9]5[C:4](=[CH:5][CH:6]=[CH:7][CH:8]=5)[CH2:3][CH2:2]4)[C:12]=3[CH:19]=[CH:18]2)[CH2:21][C@@H:22]1[OH:38])[NH2:30]. The yield is 0.580. (2) The reactants are [NH2:1][C:2]([CH3:13])([CH3:12])[CH2:3][CH2:4][C:5]([O:7][C:8]([CH3:11])([CH3:10])[CH3:9])=[O:6].[Cl:14][CH2:15][CH:16]=O.C(O)(=O)C.C([BH3-])#N.[Na+]. The catalyst is CO. The product is [Cl:14][CH2:15][CH2:16][NH:1][C:2]([CH3:13])([CH3:12])[CH2:3][CH2:4][C:5]([O:7][C:8]([CH3:11])([CH3:10])[CH3:9])=[O:6]. The yield is 0.980. (3) The product is [C:11]([NH:5][C@H:4]([C:3]([O:2][CH3:1])=[O:10])[C:6]([CH3:9])([CH3:8])[CH3:7])(=[O:18])[CH2:12][CH2:13][CH2:14][CH2:15][CH:16]=[CH2:17]. The yield is 0.810. The reactants are [CH3:1][O:2][C:3](=[O:10])[C@H:4]([C:6]([CH3:9])([CH3:8])[CH3:7])[NH2:5].[C:11](O)(=[O:18])[CH2:12][CH2:13][CH2:14][CH2:15][CH:16]=[CH2:17].C(Cl)CCl.C1C=NC2N(O)N=NC=2C=1. The catalyst is CN(C=O)C.C([O-])(O)=O.[Na+]. (4) The reactants are [F:1][C:2]1[CH:7]=[CH:6][C:5]([S:8]([CH:11]([C:22]2[C:27]([F:28])=[CH:26][CH:25]=[C:24]([F:29])[C:23]=2[F:30])[C:12]2[C:13]([CH3:21])=[CH:14][C:15]([C:18]([NH2:20])=[O:19])=[N:16][CH:17]=2)(=[O:10])=[O:9])=[CH:4][CH:3]=1.C=O.[OH-].[Na+].[C:35](=O)([O-])[O-:36].[Na+].[Na+]. The catalyst is COCCOC. The product is [F:1][C:2]1[CH:7]=[CH:6][C:5]([S:8]([CH:11]([C:22]2[C:27]([F:28])=[CH:26][CH:25]=[C:24]([F:29])[C:23]=2[F:30])[C:12]2[C:13]([CH3:21])=[CH:14][C:15]([C:18]([NH:20][CH2:35][OH:36])=[O:19])=[N:16][CH:17]=2)(=[O:10])=[O:9])=[CH:4][CH:3]=1. The yield is 0.580. (5) The reactants are [CH3:1][C:2]1[N:3]=[C:4]([CH:8]=O)[NH:5][C:6]=1[CH3:7].[CH2:10]([NH2:15])[CH2:11][CH:12]([CH3:14])[CH3:13]. The catalyst is [Pt](=O)=O.C(O)C. The product is [CH3:1][C:2]1[N:3]=[C:4]([CH2:8][NH:15][CH2:10][CH2:11][CH:12]([CH3:14])[CH3:13])[NH:5][C:6]=1[CH3:7]. The yield is 0.980. (6) The catalyst is O1CCOCC1. The product is [ClH:28].[O:20]([C:17]1[CH:18]=[CH:19][C:14]([N:11]2[CH2:12][CH2:13][CH:8]([NH2:7])[CH2:9][CH2:10]2)=[CH:15][CH:16]=1)[C:21]1[CH:26]=[CH:25][CH:24]=[CH:23][CH:22]=1. The reactants are C(OC(=O)[NH:7][CH:8]1[CH2:13][CH2:12][N:11]([C:14]2[CH:19]=[CH:18][C:17]([O:20][C:21]3[CH:26]=[CH:25][CH:24]=[CH:23][CH:22]=3)=[CH:16][CH:15]=2)[CH2:10][CH2:9]1)(C)(C)C.[ClH:28]. The yield is 0.760.